Dataset: Reaction yield outcomes from USPTO patents with 853,638 reactions. Task: Predict the reaction yield, written as a fraction of the theoretical maximum amount of product (1.0 means a 100% yield; for example, 0.34 means a 34% yield). The reactants are C([N:20]1[CH:24]=[C:23]([C:25]2[C:26]([NH2:31])=[N:27][CH:28]=[CH:29][CH:30]=2)[CH:22]=[N:21]1)(C1C=CC=CC=1)(C1C=CC=CC=1)C1C=CC=CC=1.Cl.CO. The catalyst is O1CCCC1. The product is [NH:20]1[CH:24]=[C:23]([C:25]2[C:26]([NH2:31])=[N:27][CH:28]=[CH:29][CH:30]=2)[CH:22]=[N:21]1. The yield is 0.683.